Task: Predict the product of the given reaction.. Dataset: Forward reaction prediction with 1.9M reactions from USPTO patents (1976-2016) (1) Given the reactants [CH3:1][C:2]1[CH:7]=[C:6]([C:8]2[CH:13]=[CH:12][C:11]([CH2:14][NH2:15])=[CH:10][CH:9]=2)[CH:5]=[CH:4][N:3]=1.[N:16]1[CH:21]=[CH:20][CH:19]=[CH:18][C:17]=1[C:22]1[CH:30]=[CH:29][C:25]([C:26](O)=[O:27])=[CH:24][CH:23]=1.CN(C(ON1N=NC2C=CC=NC1=2)=[N+](C)C)C.F[P-](F)(F)(F)(F)F.C(N(CC)C(C)C)(C)C, predict the reaction product. The product is: [CH3:1][C:2]1[CH:7]=[C:6]([C:8]2[CH:13]=[CH:12][C:11]([CH2:14][NH:15][C:26](=[O:27])[C:25]3[CH:29]=[CH:30][C:22]([C:17]4[CH:18]=[CH:19][CH:20]=[CH:21][N:16]=4)=[CH:23][CH:24]=3)=[CH:10][CH:9]=2)[CH:5]=[CH:4][N:3]=1. (2) Given the reactants [Cl:1][C:2]1[CH:7]=[CH:6][C:5]([C@H:8]2[N:15]3[C:11]([S:12][C:13]([C:18](OCC)=[O:19])=[C:14]3[CH:16]=[O:17])=[N:10][C@:9]2([C:24]2[CH:29]=[CH:28][C:27]([Cl:30])=[CH:26][CH:25]=2)[CH3:23])=[CH:4][CH:3]=1.[CH3:31][N:32]1[CH2:37][CH2:36][N:35]([C:38](=[O:44])[C@@H:39]2[CH2:43][CH2:42][CH2:41][NH:40]2)[CH2:34][CH2:33]1, predict the reaction product. The product is: [Cl:1][C:2]1[CH:7]=[CH:6][C:5]([C@H:8]2[N:15]3[C:11]([S:12][C:13]([C:18]([N:40]4[CH2:41][CH2:42][CH2:43][C@H:39]4[C:38]([N:35]4[CH2:34][CH2:33][N:32]([CH3:31])[CH2:37][CH2:36]4)=[O:44])=[O:19])=[C:14]3[CH:16]=[O:17])=[N:10][C@:9]2([C:24]2[CH:25]=[CH:26][C:27]([Cl:30])=[CH:28][CH:29]=2)[CH3:23])=[CH:4][CH:3]=1. (3) Given the reactants [B-](F)(F)(F)F.[B-](F)(F)(F)F.C1[N+]2(CCl)CC[N+]([F:21])(CC2)C1.[CH:22]([O:25][C:26]([C@H:28]1[CH2:33][CH2:32][C@H:31]([C:34]2[CH:39]=[CH:38][C:37]([NH:40][C:41](=[O:43])[CH3:42])=[CH:36][CH:35]=2)[CH2:30][CH2:29]1)=[O:27])([CH3:24])[CH3:23].C(O)(C(F)(F)F)=O, predict the reaction product. The product is: [CH:22]([O:25][C:26]([C@H:28]1[CH2:29][CH2:30][C@H:31]([C:34]2[CH:35]=[CH:36][C:37]([NH:40][C:41](=[O:43])[CH3:42])=[C:38]([F:21])[CH:39]=2)[CH2:32][CH2:33]1)=[O:27])([CH3:24])[CH3:23]. (4) Given the reactants [CH3:1][O:2][C:3](=[O:12])[C:4]1[CH:9]=[CH:8][C:7]([Br:10])=[CH:6][C:5]=1[NH2:11].[Cl:13][C:14]1[N:19]=[C:18](Cl)[C:17]([Cl:21])=[CH:16][N:15]=1.C(N(C(C)C)C(C)C)C, predict the reaction product. The product is: [CH3:1][O:2][C:3](=[O:12])[C:4]1[CH:9]=[CH:8][C:7]([Br:10])=[CH:6][C:5]=1[NH:11][C:16]1[C:17]([Cl:21])=[CH:18][N:19]=[C:14]([Cl:13])[N:15]=1. (5) Given the reactants [CH3:1][C:2]1[CH:7]=[CH:6][C:5]([S:8]([O:11][CH2:12][C@@H:13]2[O:18][C:17]3[C:19]([CH2:31][CH2:32][OH:33])=[C:20](OCC4C=CC=CC=4)[CH:21]=[CH:22][C:16]=3[O:15][CH2:14]2)(=[O:10])=[O:9])=[CH:4][CH:3]=1.[H][H].C1(P(C2C=CC=CC=2)C2C=CC=CC=2)C=CC=CC=1.CC(OC(/N=N/C(OC(C)C)=O)=O)C, predict the reaction product. The product is: [CH3:1][C:2]1[CH:3]=[CH:4][C:5]([S:8]([O:11][CH2:12][CH:13]2[CH2:14][O:15][C:16]3[CH:22]=[CH:21][C:20]4[O:33][CH2:32][CH2:31][C:19]=4[C:17]=3[O:18]2)(=[O:10])=[O:9])=[CH:6][CH:7]=1. (6) Given the reactants [CH3:1][C:2]1[C:3]([N:9]2[CH2:14][CH2:13][N:12]([C:15]([C:17]3[CH:22]=[CH:21][C:20](I)=[CH:19][CH:18]=3)=[O:16])[CH2:11][CH2:10]2)=[N:4][CH:5]=[C:6]([CH3:8])[CH:7]=1.[O:24]1[CH2:28][CH2:27][NH:26][C:25]1=[O:29], predict the reaction product. The product is: [CH3:1][C:2]1[C:3]([N:9]2[CH2:14][CH2:13][N:12]([C:15]([C:17]3[CH:22]=[CH:21][C:20]([N:26]4[CH2:27][CH2:28][O:24][C:25]4=[O:29])=[CH:19][CH:18]=3)=[O:16])[CH2:11][CH2:10]2)=[N:4][CH:5]=[C:6]([CH3:8])[CH:7]=1.